Dataset: Experimentally validated miRNA-target interactions with 360,000+ pairs, plus equal number of negative samples. Task: Binary Classification. Given a miRNA mature sequence and a target amino acid sequence, predict their likelihood of interaction. (1) The miRNA is hsa-miR-4262 with sequence GACAUUCAGACUACCUG. The protein sequence of the target gene is MPHSPLISIPHVWCHPEEEERMHDELLQAVSKGPVMFRDVSIDFSQEEWECLDADQMNLYKEVMLENFSNLVSVGLSNSKPAVISLLEQGKEPWMVDRELTRGLCSDLESMCETKILSLKKRHFSQVIITREDMSTFIQPTFLIPPQKTMSEEKPWECKICGKTFNQNSQFIQHQRIHFGEKHYESKEYGKSFSRGSLVTRHQRIHTGKKPYECKECGKAFSCSSYFSQHQRIHTGEKPYECKECGKAFKYCSNLNDHQRIHTGEKPYECKVCGKAFTKSSQLFLHLRIHTGEKPYECKE.... Result: 1 (interaction). (2) The miRNA is mmu-miR-883a-5p with sequence UGCUGAGAGAAGUAGCAGUUAC. The protein sequence of the target gene is MYNGIGLPTPRGSGTNGYVQRNLSLVRGRRGERPDYKGEEELRRLEAALVKRPNPDILDHERKRRVELRCLELEEMMEEQGYEEQQIQEKVATFRLMLLEKDVNPGGKEETPGQRPAVTETHQLAELNEKKNERLRAAFGISDSYVDGSSFDPQRRAREAKQPAPEPPKPYSLVRESSSSRSPTPKQKKKKKKKDRGRRSESSSPRRERKKSSKKKKHRSESESKKRKHRSPTPKSKRKSKDKKRKRSRSTTPAPKSRRAHRSTSADSASSSDTSRSRSRSAAAKTHTTALAGRSPSPAS.... Result: 0 (no interaction). (3) The miRNA is mmu-miR-466n-3p with sequence UAUACAUGAGAGCAUACAUAGA. The protein sequence of the target gene is MLPSQEASKLYHEHYMRNSRAIGVLWAIFTICFAIINVVVFIQPYWVGDSVSTPKPGYFGLFHYCVGSGLAGRELTCRGSFTDFSTIPSSAFKAAAFFVLLSMVLILGCITCFALFFFCNTATVYKICAWMQLLAALCLVLGCMIFPDGWDAETIRDMCGAKTGKYSLGDCSVRWAYILAIIGILNALILSFLAFVLGNRQTDLLQEELKQENKDFVGTTVSSVLRPGGDVSGWGVLPCPVAHTQGP. Result: 1 (interaction). (4) The miRNA is rno-miR-99b-5p with sequence CACCCGUAGAACCGACCUUGCG. The protein sequence of the target gene is MAARVLVIGSGGREHTLAWKLAQSPQVKQVLVAPGNAGTACAGKISNAAVSVNDHSALAQFCKDEKIELVVVGPEAPLAAGIVGDLTSAGVRCFGPTAQAAQLESSKKFAKEFMDRHEIPTAQWRAFTNPEDACSFITSANFPALVVKASGLAAGKGVIVAKSQAEACRAVQEIMQEKSFGAAGETVVVEEFLEGEEVSCLCFTDGKTVAEMPPAQDHKRLLDGDEGPNTGGMGAYCPAPQVSKDLLVKIKNTILQRAVDGMQQEGAPYTGILYAGIMLTKDGPKVLEFNCRFGDPECQV.... Result: 0 (no interaction). (5) The miRNA is mmu-miR-466c-3p with sequence AUACAUACACGCACACAUAAGA. The protein sequence of the target gene is MIRQELSTSYQELSEELEQVVENSEQADERDKELVQVQGPGVVPGVDNESASSSIRFSKACLKNVFSVLLILIYLLLMAVAVFLVYQTITDFREKLKHPVMSVSYKEVDRYDAPGIAFYPGQAQLLSCKHHYEVIPPLASPGQPGDRNCTTQRINYTHPFFNHTMQSALIVQGPQEVKKRELVFLQFRLNQSNEDFSAIDYLLFSSFREFMQSPDKAGFMQACESAYSSWKFSGGFRTWVKMSLVKTKEEDGREAVEFRQETSVVNYIDQRPAAERSAQLFFVVFEWKDPFIQKVQDIIT.... Result: 1 (interaction).